This data is from Reaction yield outcomes from USPTO patents with 853,638 reactions. The task is: Predict the reaction yield, written as a fraction of the theoretical maximum amount of product (1.0 means a 100% yield; for example, 0.34 means a 34% yield). (1) The reactants are [NH2:1][C:2]1[CH:3]=[C:4]2[C:9](=[CH:10][CH:11]=1)[N:8]=[C:7]([C:12]1[CH:17]=[C:16]([CH3:18])[C:15]([OH:19])=[C:14]([CH3:20])[CH:13]=1)[NH:6][C:5]2=[O:21].[C:22](OC(=O)C)(=[O:24])[CH3:23]. The catalyst is N1C=CC=CC=1. The product is [OH:19][C:15]1[C:16]([CH3:18])=[CH:17][C:12]([C:7]2[NH:6][C:5](=[O:21])[C:4]3[C:9](=[CH:10][CH:11]=[C:2]([NH:1][C:22](=[O:24])[CH3:23])[CH:3]=3)[N:8]=2)=[CH:13][C:14]=1[CH3:20]. The yield is 0.170. (2) The reactants are [F:1][C:2]1[CH:7]=[CH:6][CH:5]=[C:4]([F:8])[C:3]=1[N:9]1[C:14]2[N:15]=[C:16](S(C)=O)[N:17]=[C:18]([C:19]3[CH:20]=[C:21]([CH:28]=[CH:29][C:30]=3[CH3:31])[C:22]([NH:24][CH2:25][CH2:26][CH3:27])=[O:23])[C:13]=2[CH2:12][NH:11][C:10]1=[O:35].[CH3:36][C:37]([NH:40][CH2:41][CH2:42][CH2:43][NH2:44])([CH3:39])[CH3:38]. The catalyst is C(Cl)Cl. The product is [F:1][C:2]1[CH:7]=[CH:6][CH:5]=[C:4]([F:8])[C:3]=1[N:9]1[C:14]2[N:15]=[C:16]([NH:44][CH2:43][CH2:42][CH2:41][NH:40][C:37]([CH3:39])([CH3:38])[CH3:36])[N:17]=[C:18]([C:19]3[CH:20]=[C:21]([CH:28]=[CH:29][C:30]=3[CH3:31])[C:22]([NH:24][CH2:25][CH2:26][CH3:27])=[O:23])[C:13]=2[CH2:12][NH:11][C:10]1=[O:35]. The yield is 0.800. (3) The yield is 0.105. The product is [CH3:33][O:32][C:30]1[CH:29]=[C:28]([CH2:34][O:35][C:36]2[CH:37]=[C:38]([NH:41][C:16](=[O:18])[C:15]3[CH:14]=[CH:13][C:12]([N:8]4[CH2:9][CH2:10][NH:11][C:6]([CH3:5])([CH3:23])[CH2:7]4)=[CH:22][CH:21]=3)[NH:39][N:40]=2)[CH:27]=[C:26]([O:25][CH3:24])[CH:31]=1. The catalyst is C1(C)C=CC=CC=1.CC(C)=O. The reactants are C[Al](C)C.[CH3:5][C:6]1([CH3:23])[NH:11][CH2:10][CH2:9][N:8]([C:12]2[CH:22]=[CH:21][C:15]([C:16]([O:18]CC)=O)=[CH:14][CH:13]=2)[CH2:7]1.[CH3:24][O:25][C:26]1[CH:27]=[C:28]([CH2:34][O:35][C:36]2[CH:37]=[C:38]([NH2:41])[NH:39][N:40]=2)[CH:29]=[C:30]([O:32][CH3:33])[CH:31]=1.S([O-])([O-])=O.[Na+].[Na+]. (4) The reactants are [S:1]([C:19]1C=C(C2N(C(F)(F)F)N=NC=2)C(F)=CC=1Cl)[C:2]1[CH:7]=[C:6]([C:8]2[N:9]([C:13]([F:16])([F:15])[F:14])[N:10]=[N:11][CH:12]=2)[C:5]([F:17])=[CH:4][C:3]=1[Cl:18].C(S([O-])=O)O.[Na+].C(=O)([O-])[O-].[K+].[K+].[F:48][C:49]([F:53])([F:52])CI. No catalyst specified. The product is [F:48][C:49]([F:53])([F:52])[CH2:19][S:1][C:2]1[CH:7]=[C:6]([C:8]2[N:9]([C:13]([F:15])([F:16])[F:14])[N:10]=[N:11][CH:12]=2)[C:5]([F:17])=[CH:4][C:3]=1[Cl:18]. The yield is 0.478. (5) The reactants are [C:1]([N:5]1[C:9](=[O:10])[C:8](Cl)=[C:7]([C:12]2[CH:17]=[CH:16][CH:15]=[CH:14][CH:13]=2)[S:6]1(=[O:19])=[O:18])([CH3:4])([CH3:3])[CH3:2].[N:20]1[CH:25]=[CH:24][CH:23]=[C:22]([N:26]2[CH2:31][CH2:30][CH:29]([NH2:32])[CH2:28][CH2:27]2)[N:21]=1. The catalyst is CN(C=O)C.O. The product is [C:1]([N:5]1[C:9](=[O:10])[C:8]([NH:32][CH:29]2[CH2:30][CH2:31][N:26]([C:22]3[N:21]=[N:20][CH:25]=[CH:24][CH:23]=3)[CH2:27][CH2:28]2)=[C:7]([C:12]2[CH:17]=[CH:16][CH:15]=[CH:14][CH:13]=2)[S:6]1(=[O:19])=[O:18])([CH3:4])([CH3:3])[CH3:2]. The yield is 0.310. (6) The reactants are [CH2:1]([N:3]1[C:11]2[C:6](=[CH:7][CH:8]=[CH:9][CH:10]=2)[CH2:5][CH2:4]1)[CH3:2].[Cl:12][S:13](O)(=[O:15])=[O:14]. No catalyst specified. The product is [CH2:1]([N:3]1[C:11]2[C:6](=[CH:7][C:8]([S:13]([Cl:12])(=[O:15])=[O:14])=[CH:9][CH:10]=2)[CH2:5][CH2:4]1)[CH3:2]. The yield is 0.0600. (7) The yield is 0.890. The reactants are [F-].C([N+](CCCC)(CCCC)CCCC)CCC.[Si]([O:26][CH2:27][CH2:28][CH2:29][CH2:30][CH2:31][CH2:32][CH2:33][C:34]1[S:35][CH:36]=[C:37]([C:39]2[CH:44]=[CH:43][C:42]([O:45][CH3:46])=[CH:41][CH:40]=2)[N:38]=1)(C(C)(C)C)(C)C. The catalyst is C1COCC1.[Cl-].[Na+].O. The product is [CH3:46][O:45][C:42]1[CH:41]=[CH:40][C:39]([C:37]2[N:38]=[C:34]([CH2:33][CH2:32][CH2:31][CH2:30][CH2:29][CH2:28][CH2:27][OH:26])[S:35][CH:36]=2)=[CH:44][CH:43]=1.